This data is from Reaction yield outcomes from USPTO patents with 853,638 reactions. The task is: Predict the reaction yield, written as a fraction of the theoretical maximum amount of product (1.0 means a 100% yield; for example, 0.34 means a 34% yield). (1) The reactants are [C:1]([C:5]1[N:6]=[C:7]([NH:10][C:11]([C:13]2[CH:49]=[CH:48][N:16]3[C:17](=[O:47])[C:18](/[CH:31]=[CH:32]/[C:33]4[N:37]([CH2:38][C:39]5[CH:44]=[CH:43][C:42]([O:45][CH3:46])=[CH:41][CH:40]=5)[N:36]=[N:35][N:34]=4)=[C:19]([N:21]4[CH2:26][CH2:25][CH2:24][CH:23]([CH2:27][C:28](O)=[O:29])[CH2:22]4)[N:20]=[C:15]3[CH:14]=2)=[O:12])[S:8][CH:9]=1)([CH3:4])([CH3:3])[CH3:2].[CH3:50][N:51]([CH3:56])[CH2:52][CH2:53][CH2:54][NH2:55].C1C=CC2N(O)N=NC=2C=1.Cl. The catalyst is C(Cl)Cl.CN(C)C=O.C(N(CC)CC)C. The product is [C:1]([C:5]1[N:6]=[C:7]([NH:10][C:11]([C:13]2[CH:49]=[CH:48][N:16]3[C:17](=[O:47])[C:18](/[CH:31]=[CH:32]/[C:33]4[N:37]([CH2:38][C:39]5[CH:40]=[CH:41][C:42]([O:45][CH3:46])=[CH:43][CH:44]=5)[N:36]=[N:35][N:34]=4)=[C:19]([N:21]4[CH2:26][CH2:25][CH2:24][CH:23]([CH2:27][C:28]([NH:55][CH2:54][CH2:53][CH2:52][N:51]([CH3:56])[CH3:50])=[O:29])[CH2:22]4)[N:20]=[C:15]3[CH:14]=2)=[O:12])[S:8][CH:9]=1)([CH3:3])([CH3:4])[CH3:2]. The yield is 0.900. (2) The reactants are Br.Br[CH:3]([CH3:12])[C:4]([C:6]1[CH:11]=[CH:10][N:9]=[CH:8][CH:7]=1)=O.[CH3:13][C:14]1[CH:15]=[C:16]([NH:20][C:21]([NH2:23])=[S:22])[CH:17]=[CH:18][CH:19]=1.N. The catalyst is CCO.O. The product is [CH3:12][C:3]1[S:22][C:21]([NH:20][C:16]2[CH:17]=[CH:18][CH:19]=[C:14]([CH3:13])[CH:15]=2)=[N:23][C:4]=1[C:6]1[CH:11]=[CH:10][N:9]=[CH:8][CH:7]=1. The yield is 0.940. (3) The reactants are Cl[CH2:2][C:3]1[CH:26]=[CH:25][C:6]([O:7][CH2:8][C:9]2[N:10]=[C:11]([C:15]3[CH:16]=[C:17]([CH:22]=[CH:23][CH:24]=3)[C:18]([O:20][CH3:21])=[O:19])[O:12][C:13]=2[CH3:14])=[C:5]([O:27][CH3:28])[CH:4]=1.O[C:30]1[C:34]([CH:35]=[O:36])=[CH:33][N:32]([C:37]2[CH:42]=[CH:41][CH:40]=[CH:39][CH:38]=2)[N:31]=1.CN(C)C=[O:46].[H-].[Na+]. The catalyst is O. The product is [CH:35]([C:34]1[CH2:30][N:31]([O:46][CH2:2][C:3]2[CH:26]=[CH:25][C:6]([O:7][CH2:8][C:9]3[N:10]=[C:11]([C:15]4[CH:16]=[C:17]([CH:22]=[CH:23][CH:24]=4)[C:18]([O:20][CH3:21])=[O:19])[O:12][C:13]=3[CH3:14])=[C:5]([O:27][CH3:28])[CH:4]=2)[N:32]([C:37]2[CH:42]=[CH:41][CH:40]=[CH:39][CH:38]=2)[CH:33]=1)=[O:36]. The yield is 0.770.